Dataset: Reaction yield outcomes from USPTO patents with 853,638 reactions. Task: Predict the reaction yield, written as a fraction of the theoretical maximum amount of product (1.0 means a 100% yield; for example, 0.34 means a 34% yield). The reactants are Cl.[CH:2]1([CH2:5][CH2:6][NH2:7])[CH2:4][CH2:3]1.C(N(C(C)C)CC)(C)C.[N+:17]([C:20]1[CH:21]=[C:22]([N:26]=[C:27]=[O:28])[CH:23]=[CH:24][CH:25]=1)([O-:19])=[O:18].[C:29](Cl)(=[O:34])[CH2:30][C:31](Cl)=[O:32]. The catalyst is C(Cl)(Cl)Cl. The product is [CH:2]1([CH2:5][CH2:6][N:7]2[C:31](=[O:32])[CH2:30][C:29](=[O:34])[N:26]([C:22]3[CH:23]=[CH:24][CH:25]=[C:20]([N+:17]([O-:19])=[O:18])[CH:21]=3)[C:27]2=[O:28])[CH2:4][CH2:3]1. The yield is 0.400.